This data is from Merck oncology drug combination screen with 23,052 pairs across 39 cell lines. The task is: Regression. Given two drug SMILES strings and cell line genomic features, predict the synergy score measuring deviation from expected non-interaction effect. (1) Drug 1: Cc1nc(Nc2ncc(C(=O)Nc3c(C)cccc3Cl)s2)cc(N2CCN(CCO)CC2)n1. Drug 2: COC1=C2CC(C)CC(OC)C(O)C(C)C=C(C)C(OC(N)=O)C(OC)C=CC=C(C)C(=O)NC(=CC1=O)C2=O. Cell line: A2780. Synergy scores: synergy=36.1. (2) Drug 1: CC(=O)OC1C(=O)C2(C)C(O)CC3OCC3(OC(C)=O)C2C(OC(=O)c2ccccc2)C2(O)CC(OC(=O)C(O)C(NC(=O)c3ccccc3)c3ccccc3)C(C)=C1C2(C)C. Drug 2: Cn1cc(-c2cnn3c(N)c(Br)c(C4CCCNC4)nc23)cn1. Cell line: A2780. Synergy scores: synergy=-5.43. (3) Drug 1: CC1(c2nc3c(C(N)=O)cccc3[nH]2)CCCN1. Drug 2: NC1CCCCC1N.O=C(O)C(=O)O.[Pt+2]. Cell line: SW837. Synergy scores: synergy=-9.04. (4) Synergy scores: synergy=-16.8. Drug 2: CC1(c2nc3c(C(N)=O)cccc3[nH]2)CCCN1. Drug 1: COc1cccc2c1C(=O)c1c(O)c3c(c(O)c1C2=O)CC(O)(C(=O)CO)CC3OC1CC(N)C(O)C(C)O1. Cell line: SKMEL30. (5) Cell line: A2780. Drug 1: CN(C)C(=N)N=C(N)N. Drug 2: CC1(c2nc3c(C(N)=O)cccc3[nH]2)CCCN1. Synergy scores: synergy=-0.384. (6) Drug 1: N#Cc1ccc(Cn2cncc2CN2CCN(c3cccc(Cl)c3)C(=O)C2)cc1. Drug 2: CC1(c2nc3c(C(N)=O)cccc3[nH]2)CCCN1. Cell line: UWB1289BRCA1. Synergy scores: synergy=3.14. (7) Cell line: UACC62. Drug 1: N#Cc1ccc(Cn2cncc2CN2CCN(c3cccc(Cl)c3)C(=O)C2)cc1. Synergy scores: synergy=8.46. Drug 2: Cn1cc(-c2cnn3c(N)c(Br)c(C4CCCNC4)nc23)cn1. (8) Drug 1: CN1C(=O)C=CC2(C)C3CCC4(C)C(NC(=O)OCC(F)(F)F)CCC4C3CCC12. Drug 2: CCc1cnn2c(NCc3ccc[n+]([O-])c3)cc(N3CCCCC3CCO)nc12. Cell line: NCIH23. Synergy scores: synergy=9.30. (9) Drug 1: CN1C(=O)C=CC2(C)C3CCC4(C)C(NC(=O)OCC(F)(F)F)CCC4C3CCC12. Drug 2: CN(Cc1cnc2nc(N)nc(N)c2n1)c1ccc(C(=O)NC(CCC(=O)O)C(=O)O)cc1. Cell line: COLO320DM. Synergy scores: synergy=0.106.